This data is from NCI-60 drug combinations with 297,098 pairs across 59 cell lines. The task is: Regression. Given two drug SMILES strings and cell line genomic features, predict the synergy score measuring deviation from expected non-interaction effect. (1) Drug 1: C1CCN(CC1)CCOC2=CC=C(C=C2)C(=O)C3=C(SC4=C3C=CC(=C4)O)C5=CC=C(C=C5)O. Drug 2: CC1=C2C(C(=O)C3(C(CC4C(C3C(C(C2(C)C)(CC1OC(=O)C(C(C5=CC=CC=C5)NC(=O)OC(C)(C)C)O)O)OC(=O)C6=CC=CC=C6)(CO4)OC(=O)C)O)C)O. Cell line: MOLT-4. Synergy scores: CSS=58.4, Synergy_ZIP=3.38, Synergy_Bliss=2.85, Synergy_Loewe=-6.74, Synergy_HSA=4.07. (2) Drug 1: CC1=CC2C(CCC3(C2CCC3(C(=O)C)OC(=O)C)C)C4(C1=CC(=O)CC4)C. Drug 2: C1C(C(OC1N2C=C(C(=O)NC2=O)F)CO)O. Cell line: NCI-H460. Synergy scores: CSS=60.1, Synergy_ZIP=0.781, Synergy_Bliss=1.60, Synergy_Loewe=-13.9, Synergy_HSA=1.61. (3) Drug 1: CN1C(=O)N2C=NC(=C2N=N1)C(=O)N. Drug 2: CCN(CC)CCNC(=O)C1=C(NC(=C1C)C=C2C3=C(C=CC(=C3)F)NC2=O)C. Cell line: BT-549. Synergy scores: CSS=-4.11, Synergy_ZIP=2.07, Synergy_Bliss=-0.0249, Synergy_Loewe=-5.38, Synergy_HSA=-5.68. (4) Drug 1: C1C(C(OC1N2C=NC3=C(N=C(N=C32)Cl)N)CO)O. Drug 2: C(=O)(N)NO. Cell line: OVCAR-8. Synergy scores: CSS=45.9, Synergy_ZIP=2.55, Synergy_Bliss=-0.477, Synergy_Loewe=-29.2, Synergy_HSA=-0.846. (5) Drug 1: CC1=C2C(C(=O)C3(C(CC4C(C3C(C(C2(C)C)(CC1OC(=O)C(C(C5=CC=CC=C5)NC(=O)OC(C)(C)C)O)O)OC(=O)C6=CC=CC=C6)(CO4)OC(=O)C)OC)C)OC. Drug 2: CC1=C(C=C(C=C1)NC(=O)C2=CC=C(C=C2)CN3CCN(CC3)C)NC4=NC=CC(=N4)C5=CN=CC=C5. Cell line: RXF 393. Synergy scores: CSS=25.8, Synergy_ZIP=-2.16, Synergy_Bliss=-6.47, Synergy_Loewe=-33.2, Synergy_HSA=-5.86. (6) Drug 1: C1=NC(=NC(=O)N1C2C(C(C(O2)CO)O)O)N. Drug 2: CN(C(=O)NC(C=O)C(C(C(CO)O)O)O)N=O. Cell line: SNB-19. Synergy scores: CSS=14.2, Synergy_ZIP=-5.27, Synergy_Bliss=0.760, Synergy_Loewe=-12.0, Synergy_HSA=0.711. (7) Drug 1: C1CC(=O)NC(=O)C1N2CC3=C(C2=O)C=CC=C3N. Drug 2: CCC1(CC2CC(C3=C(CCN(C2)C1)C4=CC=CC=C4N3)(C5=C(C=C6C(=C5)C78CCN9C7C(C=CC9)(C(C(C8N6C=O)(C(=O)OC)O)OC(=O)C)CC)OC)C(=O)OC)O.OS(=O)(=O)O. Cell line: HT29. Synergy scores: CSS=26.7, Synergy_ZIP=-3.67, Synergy_Bliss=-5.22, Synergy_Loewe=-6.04, Synergy_HSA=-5.19.